This data is from TCR-epitope binding with 47,182 pairs between 192 epitopes and 23,139 TCRs. The task is: Binary Classification. Given a T-cell receptor sequence (or CDR3 region) and an epitope sequence, predict whether binding occurs between them. (1) The epitope is YFPLQSYGF. The TCR CDR3 sequence is CASSPIGGETSGKYNEQFF. Result: 1 (the TCR binds to the epitope). (2) The epitope is RPHERNGFTVL. The TCR CDR3 sequence is CSARGQAIYGYTF. Result: 0 (the TCR does not bind to the epitope). (3) The epitope is TLVPQEHYV. The TCR CDR3 sequence is CAGSIYSNQPQHF. Result: 0 (the TCR does not bind to the epitope).